From a dataset of Catalyst prediction with 721,799 reactions and 888 catalyst types from USPTO. Predict which catalyst facilitates the given reaction. (1) Reactant: [C:1]([C:5]1[CH:10]=[CH:9][C:8]([C:11]2[CH:16]=[CH:15][C:14]([C:17](=[O:24])[CH2:18][CH2:19][C:20]([O:22]C)=[O:21])=[CH:13][CH:12]=2)=[CH:7][CH:6]=1)([CH3:4])([CH3:3])[CH3:2].[OH-].[Na+]. Product: [C:1]([C:5]1[CH:10]=[CH:9][C:8]([C:11]2[CH:16]=[CH:15][C:14]([C:17](=[O:24])[CH2:18][CH2:19][C:20]([OH:22])=[O:21])=[CH:13][CH:12]=2)=[CH:7][CH:6]=1)([CH3:4])([CH3:2])[CH3:3]. The catalyst class is: 36. (2) Reactant: [C:1]([C:3]1[CH:8]=[N:7][N:6]2[CH:9]=[C:10]([C:13]([NH2:15])=O)[C:11]([CH3:12])=[C:5]2[C:4]=1[NH:16][C:17]1[CH:22]=[CH:21][C:20]([O:23][C:24]2[CH:29]=[CH:28][CH:27]=[CH:26][CH:25]=2)=[CH:19][CH:18]=1)#[N:2].COC1C=CC(P2(SP(C3C=CC(OC)=CC=3)(=S)S2)=[S:39])=CC=1. Product: [C:1]([C:3]1[CH:8]=[N:7][N:6]2[CH:9]=[C:10]([C:13](=[S:39])[NH2:15])[C:11]([CH3:12])=[C:5]2[C:4]=1[NH:16][C:17]1[CH:22]=[CH:21][C:20]([O:23][C:24]2[CH:29]=[CH:28][CH:27]=[CH:26][CH:25]=2)=[CH:19][CH:18]=1)#[N:2]. The catalyst class is: 11. (3) Reactant: [CH3:1][C:2]1[CH:3]=[CH:4][C:5]([C:8]2[N:16]=[C:15]3[N:10]([CH:11]=[C:12]([CH3:17])[CH:13]=[CH:14]3)[C:9]=2[CH2:18][C:19](N(C)C)=[O:20])=[CH:6][CH:7]=1.[OH-:24].[Na+]. Product: [CH3:17][C:12]1[CH:13]=[CH:14][C:15]2[N:10]([C:9]([CH2:18][C:19]([OH:20])=[O:24])=[C:8]([C:5]3[CH:6]=[CH:7][C:2]([CH3:1])=[CH:3][CH:4]=3)[N:16]=2)[CH:11]=1. The catalyst class is: 33. (4) The catalyst class is: 28. Reactant: [Li]C(CC)C.Br[C:7]1[CH:12]=[CH:11][C:10]([F:13])=[CH:9][N:8]=1.CN(C)[C:16](=[O:18])[CH3:17]. Product: [F:13][C:10]1[CH:11]=[CH:12][C:7]([C:16](=[O:18])[CH3:17])=[N:8][CH:9]=1. (5) Reactant: C(O)(=O)C.[NH:5]1[CH2:10][CH2:9][CH:8]([C@H:11]([OH:13])[CH3:12])[CH2:7][CH2:6]1.C([O-])(=O)C.[Na+].[N:19]#[C:20]Br. Product: [OH:13][C@@H:11]([CH:8]1[CH2:9][CH2:10][N:5]([C:20]#[N:19])[CH2:6][CH2:7]1)[CH3:12]. The catalyst class is: 100. (6) Reactant: [I:1][C:2]1[C:10]2[C:5](=[CH:6][CH:7]=[C:8]([C:11]([OH:13])=O)[CH:9]=2)[NH:4][N:3]=1.CN(C(ON1N=N[C:24]2[CH:25]=[CH:26][CH:27]=[CH:28][C:23]1=2)=[N+](C)C)C.[B-](F)(F)(F)F.[CH3:36][CH2:37][N:38](C(C)C)C(C)C.CN([CH:48]=[O:49])C. Product: [OH:49][CH2:48][CH2:36][C@@H:37]([NH:38][C:11]([C:8]1[CH:9]=[C:10]2[C:5](=[CH:6][CH:7]=1)[NH:4][N:3]=[C:2]2[I:1])=[O:13])[C:23]1[CH:24]=[CH:25][CH:26]=[CH:27][CH:28]=1. The catalyst class is: 100. (7) Reactant: [NH2:1][C:2]1[CH:3]=[CH:4][CH:5]=[C:6]2[C:10]=1[NH:9][N:8]=[C:7]2[C:11]([C:16]1[CH:21]=[CH:20][C:19]([Cl:22])=[CH:18][CH:17]=1)([CH2:14][CH3:15])[C:12]#[N:13].CN1CCOCC1.[CH3:30][S:31](Cl)(=[O:33])=[O:32]. Product: [Cl:22][C:19]1[CH:18]=[CH:17][C:16]([C:11]([C:7]2[C:6]3[C:10](=[C:2]([NH:1][S:31]([CH3:30])(=[O:33])=[O:32])[CH:3]=[CH:4][CH:5]=3)[NH:9][N:8]=2)([C:12]#[N:13])[CH2:14][CH3:15])=[CH:21][CH:20]=1. The catalyst class is: 2. (8) Reactant: [OH:1][C@H:2]1[CH:6]=[CH:5][C@@H:4]([O:7][Si:8]([C:11]([CH3:14])([CH3:13])[CH3:12])([CH3:10])[CH3:9])[CH2:3]1. Product: [O:7]([C@H:4]1[CH:5]=[CH:6][C@H:2]([OH:1])[CH2:3]1)[Si:8]([C:11]([CH3:14])([CH3:13])[CH3:12])([CH3:10])[CH3:9]. The catalyst class is: 521.